Dataset: Peptide-MHC class I binding affinity with 185,985 pairs from IEDB/IMGT. Task: Regression. Given a peptide amino acid sequence and an MHC pseudo amino acid sequence, predict their binding affinity value. This is MHC class I binding data. (1) The binding affinity (normalized) is 0. The MHC is HLA-A33:01 with pseudo-sequence HLA-A33:01. The peptide sequence is GRRGWEALKY. (2) The peptide sequence is KKNHWFILK. The MHC is HLA-A69:01 with pseudo-sequence HLA-A69:01. The binding affinity (normalized) is 0.0847. (3) The peptide sequence is ISPRTLNAW. The MHC is HLA-A02:06 with pseudo-sequence HLA-A02:06. The binding affinity (normalized) is 0.